Dataset: Forward reaction prediction with 1.9M reactions from USPTO patents (1976-2016). Task: Predict the product of the given reaction. (1) Given the reactants [CH2:1]([O:8][C:9]1[CH:10]=[CH:11][C:12]([C:15]2[N:19]([C:20]3[CH:21]=[N:22][C:23]([CH3:26])=[CH:24][CH:25]=3)[N:18]=[C:17]([C:27]([OH:29])=O)[CH:16]=2)=[N:13][CH:14]=1)[C:2]1[CH:7]=[CH:6][CH:5]=[CH:4][CH:3]=1.[CH2:30]([NH:32][CH3:33])[CH3:31], predict the reaction product. The product is: [CH2:30]([N:32]([CH3:33])[C:27]([C:17]1[CH:16]=[C:15]([C:12]2[CH:11]=[CH:10][C:9]([O:8][CH2:1][C:2]3[CH:7]=[CH:6][CH:5]=[CH:4][CH:3]=3)=[CH:14][N:13]=2)[N:19]([C:20]2[CH:21]=[N:22][C:23]([CH3:26])=[CH:24][CH:25]=2)[N:18]=1)=[O:29])[CH3:31]. (2) Given the reactants [Cl:1][C:2]1[CH:9]=[C:8]([OH:10])[CH:7]=[CH:6][C:3]=1[C:4]#[N:5].OS(C(F)(F)F)(=O)=O.C1C(=O)N([Br:26])C(=O)C1, predict the reaction product. The product is: [Br:26][C:7]1[C:8]([OH:10])=[CH:9][C:2]([Cl:1])=[C:3]([CH:6]=1)[C:4]#[N:5]. (3) The product is: [CH2:1]([O:8][C:9]1[CH:10]=[C:11]2[C:16](=[CH:17][CH:18]=1)[C:15]([C:19]([C:20]1[CH:21]=[CH:22][C:23]([O:26][CH2:27][CH2:28][N:29]3[CH2:34][CH2:33][CH2:32][CH2:31][CH2:30]3)=[CH:24][CH:25]=1)=[O:35])=[C:14]([C:63]1[CH:68]=[CH:67][C:66]([F:69])=[CH:65][C:64]=1[F:70])[CH:13]=[CH:12]2)[C:2]1[CH:3]=[CH:4][CH:5]=[CH:6][CH:7]=1. Given the reactants [CH2:1]([O:8][C:9]1[CH:10]=[C:11]2[C:16](=[CH:17][CH:18]=1)[C:15]([C:19](=[O:35])[C:20]1[CH:25]=[CH:24][C:23]([O:26][CH2:27][CH2:28][N:29]3[CH2:34][CH2:33][CH2:32][CH2:31][CH2:30]3)=[CH:22][CH:21]=1)=[C:14](OS(C(F)(F)F)(=O)=O)[CH:13]=[CH:12]2)[C:2]1[CH:7]=[CH:6][CH:5]=[CH:4][CH:3]=1.B1(B2OCC(C)(C)CO2)OCC(C)(C)CO1.[F-].[Cs+].Br[C:63]1[CH:68]=[CH:67][C:66]([F:69])=[CH:65][C:64]=1[F:70], predict the reaction product. (4) Given the reactants [CH2:1]1[CH2:6][CH2:5][CH2:4][CH2:3][CH2:2]1.[C:7]([O:10][CH2:11][CH3:12])(=[O:9])[CH3:8], predict the reaction product. The product is: [CH2:1]1[CH2:6][CH2:5][CH2:4][CH2:3][CH2:2]1.[C:7]([O:10][CH2:11][CH3:12])(=[O:9])[CH3:8]. (5) Given the reactants [C:1]([CH2:3][C:4]1([CH:17]=O)[CH2:9][CH2:8][N:7]([C:10]([O:12][C:13]([CH3:16])([CH3:15])[CH3:14])=[O:11])[CH2:6][CH2:5]1)#[N:2].[C:19]1([CH:25]2[CH2:27][CH:26]2[NH2:28])[CH:24]=[CH:23][CH:22]=[CH:21][CH:20]=1.C(O)(=O)C.C(O[BH-](OC(=O)C)OC(=O)C)(=O)C.[Na+], predict the reaction product. The product is: [C:1]([CH2:3][C:4]1([CH2:17][NH:28][C@@H:26]2[CH2:27][C@H:25]2[C:19]2[CH:24]=[CH:23][CH:22]=[CH:21][CH:20]=2)[CH2:9][CH2:8][N:7]([C:10]([O:12][C:13]([CH3:16])([CH3:15])[CH3:14])=[O:11])[CH2:6][CH2:5]1)#[N:2]. (6) Given the reactants [F:1][C:2]([F:20])([F:19])[C:3]1[CH:8]=[CH:7][C:6]([CH:9]2[O:13][N:12]=[C:11]([C:14]([O:16][CH2:17][CH3:18])=[O:15])[CH2:10]2)=[CH:5][CH:4]=1.ClC1C(=O)C(C#N)=C(C#N)C(=O)C=1Cl.CCOCC, predict the reaction product. The product is: [F:20][C:2]([F:1])([F:19])[C:3]1[CH:4]=[CH:5][C:6]([C:9]2[O:13][N:12]=[C:11]([C:14]([O:16][CH2:17][CH3:18])=[O:15])[CH:10]=2)=[CH:7][CH:8]=1.